From a dataset of Experimentally validated miRNA-target interactions with 360,000+ pairs, plus equal number of negative samples. Binary Classification. Given a miRNA mature sequence and a target amino acid sequence, predict their likelihood of interaction. (1) The protein sequence of the target gene is MPSSLLGAAMPASTSAAALQEALENAGRLIDRQLQEDRMYPDLSELLMVSAPNNPTVSGMSDMDYPLQGPGLLSVPNLPEISSIRRVPLPPELVEQFGHMQCNCMMGVFPPISRAWLTIDSDIFMWNYEDGGDLAYFDGLSETILAVGLVKPKAGIFQPHVRHLLVLATPVDIVILGLSYANLQTGSGVLNDSLSGGMQLLPDPLYSLPTDNTYLLTITSTDNGRIFLAGKDGCLYEVAYQAEAGWFSQRCRKINHSKSSLSFLVPSLLQFTFSEDDPILQIAIDNSRNILYTRSEKGVI.... The miRNA is hsa-miR-1827 with sequence UGAGGCAGUAGAUUGAAU. Result: 1 (interaction). (2) The miRNA is mmu-miR-193a-3p with sequence AACUGGCCUACAAAGUCCCAGU. The protein sequence of the target gene is MGSAGRLHYLAMTAENPTPGDLAPAPLITCKLCLCEQSLDKMTTLQECQCIFCTACLKQYMQLAIREGCGSPITCPDMVCLNHGTLQEAEIACLVPVDQFQLYQRLKFEREVHLDPYRTWCPVADCQTVCPVASSDPGQPVLVECPSCHLKFCSCCKDAWHAEVSCRDSQPIVLPTEHRALFGTDAEAPIKQCPVCRVYIERNEGCAQMMCKNCKHTFCWYCLQNLDNDIFLRHYDKGPCRNKLGHSRASVMWNRTQVVGILVGLGIIALVTSPLLLLASPCIICCVCKSCRGKKKKHDP.... Result: 0 (no interaction). (3) The miRNA is hsa-miR-135b-5p with sequence UAUGGCUUUUCAUUCCUAUGUGA. The protein sequence of the target gene is MASVLSRRLGKRSLLGARVLGPSASEGPSAAPPSEPLLEGAAPQPFTTSDDTPCQEQPKEVLKAPSTSGLQQVAFQPGQKVYVWYGGQECTGLVEQHSWMEGQVTVWLLEQKLQVCCRVEEVWLAELQGPCPQAPPLEPGAQALAYRPVSRNIDVPKRKSDAVEMDEMMAAMVLTSLSCSPVVQSPPGTEANFSASRAACDPWKESGDISDSGSSTTSGHWSGSSGVSTPSPPHPQASPKYLGDAFGSPQTDHGFETDPDPFLLDEPAPRKRKNSVKVMYKCLWPNCGKVLRSIVGIKRH.... Result: 0 (no interaction). (4) The miRNA is mmu-miR-410-5p with sequence AGGUUGUCUGUGAUGAGUUCG. The protein sequence of the target gene is MATRGGGPGPGFRHRALRGLLLLCLWLPGSRPGEPAAPSSGVDRLLQDFRRQLQRARPREELEPELLGGPREDCPGAGGTAVYRAVPDTIIRTQDSIAAGASFLRAPGSVRGWRQCVTACCSEPSCSVAVVQLPRGPSVPAPMPAPRCYLFNCTARGRSVCKFAPLRGYRTYTLSRAEDAAGIPPRPDEDKPPVSKAGKDVVLHLPTDGVVLDGRESSDDHAIVLYEWTLQQGDPSSVDMKVPQPGTLRLSRLKEGAYIFQLTVTDSVGQRSSDNVSVTVLPRPYSTGGCSSACSRYHFF.... Result: 0 (no interaction). (5) The miRNA is hsa-miR-4682 with sequence UCUGAGUUCCUGGAGCCUGGUCU. The protein sequence of the target gene is MNLRGLFQDFNPSKFLIYACLLLFSVLLALRLDGIIQWSYWAVFAPIWLWKLMVIVGASVGTGVWARNPQYRAEGETCVEFKAMLIAVGIHLLLLMFEVLVCDRIERGSHFWLLVFMPLFFVSPVSVAACVWGFRHDRSLELEILCSVNILQFIFIALRLDKIIHWPWLVVCVPLWILMSFLCLVVLYYIVWSVLFLRSMDVIAEQRRTHITMALSWMTIVVPLLTFEILLVHKLDGHNAFSSIPIFVPLWLSLITLMATTFGQKGGNHWWFGIRKDFCQFLLEIFPFLREYGNISYDLH.... Result: 0 (no interaction). (6) The miRNA is hsa-miR-889-3p with sequence UUAAUAUCGGACAACCAUUGU. The protein sequence of the target gene is MVRKKNPPLRNVASEGEGQILEPIGTESKVSGKNKEFSADQMSENTDQSDAAELNHKEEHSLHVQDPSSSSKKDLKSAVLSEKAGFNYESPSKGGNFPSFPHDEVTDRNMLAFSSPAAGGVCEPLKSPQRAEADDPQDMACTPSGDSLETKEDQKMSPKATEETGQAQSGQANCQGLSPVSVASKNPQVPSDGGVRLNKSKTDLLVNDNPDPAPLSPELQDFKCNICGYGYYGNDPTDLIKHFRKYHLGLHNRTRQDAELDSKILALHNMVQFSHSKDFQKVNRSVFSGVLQDINSSRPV.... Result: 1 (interaction). (7) The miRNA is mmu-miR-26a-5p with sequence UUCAAGUAAUCCAGGAUAGGCU. The protein sequence of the target gene is MDRMASSMKQVSNPLPKVLSRRGVGAGMEAAERESFERTQTVSVNKAINTQEVAVKEKHARTCILGTHHEKGAQTFWSVVNRLPLSSNAMLCWKFCHVFHKLLRDGHPNVLKDSLRYKNELSDMSRMWGHLSEGYGQLCSIYLKLLRTRMEYHTKNPRFPGNLQMSDRQLDEAGESDVNNFFQLTVEMFDYLECELNLFQTVFNSLDMSRSVSVTTAGQCRLAPLIQVILDCSHLYDYTVKLLFKLHSCLPADTLQGHRDRFMEQFTKLKDLFQRSSNLQYFKRLIQIPQLPENPPNFLR.... Result: 1 (interaction). (8) The miRNA is hsa-miR-142-3p with sequence UGUAGUGUUUCCUACUUUAUGGA. The protein sequence of the target gene is MAEFTSYKETASSRHLRFKLQSLSRRLDELEEATKNLQKAEDELLDLQDKVIQAEGSNSSMLAEIEVLRQRVLRIEGKDEEIKRAEDLCRLMKEKLEEEENLTRELKSEIERLQKRMAELEKLEEAFSRSKNDCTQLCLSLNEERNLTKKISSELEMLRVKVKELESSEDRLDKTEQSLASELEKLKSLTLSFVSERKYLNEKEKENEKLIKELTQKLEQNKKMNRDYTRNASNLERNDLRIEDGISSTLPSKESRRKGGLDYLKQVENETRNKSENEKNRNQEDNKVKDLNQEIEKLKT.... Result: 0 (no interaction). (9) The miRNA is hsa-miR-4680-3p with sequence UCUGAAUUGUAAGAGUUGUUA. The protein sequence of the target gene is MSDFSEELKGPVTDDEEVETSVLSGAGMHFPWLQTYVETVAIGGKRRKDFAQTTSACLSFIQEALLKHQWQQAAEYMYSYFQTLEDSDSYKRQAAPEIIWKLGSEILFYHPKSNMESFNTFANRMKNIGVMNYLKISLQHALYLLHHGMLKDAKRNLSEAETWRHGENTSSREILINLIQAYKGLLQYYTWSEKKMELSKLDKDDYAYNAVAQDVFNHSWKTSANISALIKIPGVWDPFVKSYVEMLEFYGDRDGAQEVLTNYAYDEKFPSNPNAHIYLYNFLKRQKAPRSKLISVLKIL.... Result: 0 (no interaction). (10) The miRNA is mmu-miR-223-3p with sequence UGUCAGUUUGUCAAAUACCCCA. The protein sequence of the target gene is MVKMTKSKTFQAYLPHCHRTYSCIHCRAHLANHDELISKSFQGSQGRAYLFNSVVNVGCGPAEERVLLTGLHAVADIYCENCKTTLGWKYEHAFESSQKYKEGKFIIELAHMIKDNGW. Result: 1 (interaction).